This data is from Full USPTO retrosynthesis dataset with 1.9M reactions from patents (1976-2016). The task is: Predict the reactants needed to synthesize the given product. (1) The reactants are: [I:1]N1C(=O)CCC1=O.[Cl:9][C:10]1[C:15]([O:16][CH3:17])=[CH:14][C:13]([O:18][CH3:19])=[C:12]([Cl:20])[C:11]=1[C:21]1[N:26]=[C:25]2[NH:27][N:28]=[CH:29][C:24]2=[CH:23][N:22]=1. Given the product [Cl:9][C:10]1[C:15]([O:16][CH3:17])=[CH:14][C:13]([O:18][CH3:19])=[C:12]([Cl:20])[C:11]=1[C:21]1[N:26]=[C:25]2[NH:27][N:28]=[C:29]([I:1])[C:24]2=[CH:23][N:22]=1, predict the reactants needed to synthesize it. (2) Given the product [CH3:26][N:27]([CH3:34])[CH:28]1[CH2:33][CH2:32][N:31]([C:15](=[O:16])[C@@H:14]([NH:13][C:11]([C:9]2[NH:8][C:5]3=[CH:6][N:7]=[C:2]([Cl:1])[CH:3]=[C:4]3[CH:10]=2)=[O:12])[CH2:18][C:19]2[CH:20]=[CH:21][C:22]([F:25])=[CH:23][CH:24]=2)[CH2:30][CH2:29]1, predict the reactants needed to synthesize it. The reactants are: [Cl:1][C:2]1[CH:3]=[C:4]2[CH:10]=[C:9]([C:11]([NH:13][C@@H:14]([CH2:18][C:19]3[CH:24]=[CH:23][C:22]([F:25])=[CH:21][CH:20]=3)[C:15](O)=[O:16])=[O:12])[NH:8][C:5]2=[CH:6][N:7]=1.[CH3:26][N:27]([CH3:34])[CH:28]1[CH2:33][CH2:32][NH:31][CH2:30][CH2:29]1.